Dataset: Forward reaction prediction with 1.9M reactions from USPTO patents (1976-2016). Task: Predict the product of the given reaction. (1) Given the reactants [NH2:1][C:2]1[N:6]([C:7]2[CH:12]=[CH:11][CH:10]=[CH:9][CH:8]=2)[N:5]=[C:4]([O:13][CH2:14][C@H:15]([NH:25][C:26](=[O:32])[O:27][C:28]([CH3:31])([CH3:30])[CH3:29])[CH2:16][O:17][CH2:18][C:19]2[CH:24]=[CH:23][CH:22]=[CH:21][CH:20]=2)[C:3]=1[CH3:33].C1(C2C=CC([CH2:43][O:44]C)=CC=2CN)CC1.[CH3:48][O:49][CH2:50][C:51]1[CH:52]=[CH:53][C:54]([O:59][C:60]([F:63])([F:62])[F:61])=[C:55]([CH2:57][NH2:58])[CH:56]=1, predict the reaction product. The product is: [CH2:18]([O:17][CH2:16][C@@H:15]([NH:25][C:26](=[O:32])[O:27][C:28]([CH3:29])([CH3:30])[CH3:31])[CH2:14][O:13][C:4]1[C:3]([CH3:33])=[C:2]([NH:1][C:43]([NH:58][CH2:57][C:55]2[CH:56]=[C:51]([CH2:50][O:49][CH3:48])[CH:52]=[CH:53][C:54]=2[O:59][C:60]([F:61])([F:62])[F:63])=[O:44])[N:6]([C:7]2[CH:8]=[CH:9][CH:10]=[CH:11][CH:12]=2)[N:5]=1)[C:19]1[CH:20]=[CH:21][CH:22]=[CH:23][CH:24]=1. (2) Given the reactants C[O:2][C:3](=O)[CH:4]=[CH:5][CH:6]=[CH:7][CH2:8][S:9][C:10]1[CH:15]=[CH:14][C:13]([Cl:16])=[CH:12][CH:11]=1.[NH2:18][OH:19].[OH-].[K+].CO, predict the reaction product. The product is: [OH:19][NH:18][C:3](=[O:2])[CH:4]=[CH:5][CH:6]=[CH:7][CH2:8][S:9][C:10]1[CH:15]=[CH:14][C:13]([Cl:16])=[CH:12][CH:11]=1. (3) Given the reactants [Cl-].Cl[CH2:3][CH2:4][NH+:5]([CH2:15][CH2:16]Cl)[CH2:6][CH2:7][CH2:8][C:9]1[CH:14]=[CH:13][CH:12]=[CH:11][CH:10]=1.C(=O)([O-])[O-].[K+].[K+].[I-].[Na+].Cl.[CH2:27]([O:34][C:35]1[CH:40]=[CH:39][C:38]([CH2:41][CH2:42][NH2:43])=[CH:37][C:36]=1[O:44][CH3:45])[C:28]1[CH:33]=[CH:32][CH:31]=[CH:30][CH:29]=1, predict the reaction product. The product is: [CH2:27]([O:34][C:35]1[CH:40]=[CH:39][C:38]([CH2:41][CH2:42][N:43]2[CH2:16][CH2:15][N:5]([CH2:6][CH2:7][CH2:8][C:9]3[CH:14]=[CH:13][CH:12]=[CH:11][CH:10]=3)[CH2:4][CH2:3]2)=[CH:37][C:36]=1[O:44][CH3:45])[C:28]1[CH:33]=[CH:32][CH:31]=[CH:30][CH:29]=1. (4) Given the reactants C([O:8][C:9]1[CH:14]=[C:13]([F:15])[C:12]([N+:16]([O-])=O)=[CH:11][C:10]=1[F:19])C1C=CC=CC=1, predict the reaction product. The product is: [NH2:16][C:12]1[C:13]([F:15])=[CH:14][C:9]([OH:8])=[C:10]([F:19])[CH:11]=1. (5) Given the reactants [NH2:1][C:2]1[C:7]2=[C:8]([C:14]3[S:15][C:16]4[C:22]([O:23][CH3:24])=[CH:21][C:20]([CH3:25])=[CH:19][C:17]=4[CH:18]=3)[C:9]([C:11](O)=[O:12])=[CH:10][N:6]2[N:5]=[CH:4][N:3]=1.[CH3:26][N:27](C(ON1N=NC2C=CC=CC1=2)=[N+](C)C)[CH3:28].[B-](F)(F)(F)F.CCN(C(C)C)C(C)C.CNC.C1COCC1, predict the reaction product. The product is: [NH2:1][C:2]1[C:7]2=[C:8]([C:14]3[S:15][C:16]4[C:22]([O:23][CH3:24])=[CH:21][C:20]([CH3:25])=[CH:19][C:17]=4[CH:18]=3)[C:9]([C:11]([N:27]([CH3:28])[CH3:26])=[O:12])=[CH:10][N:6]2[N:5]=[CH:4][N:3]=1. (6) The product is: [Cl:1][C:2]1[C:11]2[C:6](=[CH:7][CH:8]=[CH:9][CH:10]=2)[C:5]([NH2:12])=[C:4]([CH3:15])[N:3]=1. Given the reactants [Cl:1][C:2]1[C:11]2[C:6](=[CH:7][CH:8]=[CH:9][CH:10]=2)[C:5]([N+:12]([O-])=O)=[C:4]([CH3:15])[N:3]=1.[OH-].[Na+], predict the reaction product.